From a dataset of Forward reaction prediction with 1.9M reactions from USPTO patents (1976-2016). Predict the product of the given reaction. (1) Given the reactants [CH2:1]([O:8][C:9]([C@H:11]1[CH2:16][CH2:15][C@@H:14]([NH:17][CH2:18][CH2:19][O:20][CH2:21][C:22]2[CH:27]=[CH:26][CH:25]=[CH:24][CH:23]=2)[CH2:13][CH2:12]1)=[O:10])[C:2]1[CH:7]=[CH:6][CH:5]=[CH:4][CH:3]=1.[C:28]([O:32][C:33]([NH:35][C@H:36]([CH:42]1[CH2:47][CH2:46][O:45][CH2:44][CH2:43]1)[CH2:37][CH2:38][C:39](O)=[O:40])=[O:34])([CH3:31])([CH3:30])[CH3:29].C1C=CC2N(O)N=NC=2C=1.CNC(N=C=NCC)CCNC, predict the reaction product. The product is: [CH2:1]([O:8][C:9]([C@H:11]1[CH2:12][CH2:13][C@@H:14]([N:17]([CH2:18][CH2:19][O:20][CH2:21][C:22]2[CH:27]=[CH:26][CH:25]=[CH:24][CH:23]=2)[C:39](=[O:40])[CH2:38][CH2:37][C@H:36]([NH:35][C:33]([O:32][C:28]([CH3:30])([CH3:29])[CH3:31])=[O:34])[CH:42]2[CH2:43][CH2:44][O:45][CH2:46][CH2:47]2)[CH2:15][CH2:16]1)=[O:10])[C:2]1[CH:3]=[CH:4][CH:5]=[CH:6][CH:7]=1. (2) Given the reactants Cl.[CH:2]([NH2:4])=[NH:3].C[O-].[Na+].[C:8]([CH2:13][C:14](OCC)=[O:15])(=O)[CH:9]([CH3:11])[CH3:10].S(=O)(=O)(O)O, predict the reaction product. The product is: [OH:15][C:14]1[CH:13]=[C:8]([CH:9]([CH3:11])[CH3:10])[N:4]=[CH:2][N:3]=1. (3) Given the reactants [NH2:1][C:2]1[CH:7]=[CH:6][CH:5]=[CH:4][C:3]=1[S:8][C:9]1[S:13][C:12]([NH:14][C:15](=[O:17])[CH3:16])=[N:11][C:10]=1[C:18]#[N:19].[C:20]([OH:23])(=[O:22])[CH3:21], predict the reaction product. The product is: [C:20]([OH:23])(=[O:22])[CH3:21].[NH2:19][C:18]1[C:10]2[N:11]=[C:12]([NH:14][C:15](=[O:17])[CH3:16])[S:13][C:9]=2[S:8][C:3]2[CH:4]=[CH:5][CH:6]=[CH:7][C:2]=2[N:1]=1. (4) Given the reactants Cl[C:2]1[C:11]2[C:6](=[CH:7][CH:8]=[CH:9][CH:10]=2)[CH:5]=[C:4]([Cl:12])[N:3]=1.[CH3:13][C:14]([CH3:17])([O-:16])[CH3:15].[K+], predict the reaction product. The product is: [C:14]([O:16][C:2]1[C:11]2[C:6](=[CH:7][CH:8]=[CH:9][CH:10]=2)[CH:5]=[C:4]([Cl:12])[N:3]=1)([CH3:17])([CH3:15])[CH3:13]. (5) Given the reactants Cl[C:2]1[NH:3][C:4]2[CH:10]=[CH:9][CH:8]=[CH:7][C:5]=2[N:6]=1.[NH2:11][C:12]1[CH:13]=[C:14]([CH:17]=[CH:18][CH:19]=1)[C:15]#[N:16], predict the reaction product. The product is: [N:6]1[C:5]2[CH:7]=[CH:8][CH:9]=[CH:10][C:4]=2[NH:3][C:2]=1[NH:11][C:12]1[CH:19]=[CH:18][CH:17]=[C:14]([C:15]#[N:16])[CH:13]=1.